From a dataset of Full USPTO retrosynthesis dataset with 1.9M reactions from patents (1976-2016). Predict the reactants needed to synthesize the given product. (1) Given the product [CH3:51][C:52]1[O:56][N:55]=[C:54]([C:57]([NH:33][C@@H:23]2[C:22](=[O:34])[N:21]3[CH2:35][C@H:36]([O:38][C:39](=[O:49])[C:40]4[CH:41]=[CH:42][C:43]([N+:46]([O-:48])=[O:47])=[CH:44][CH:45]=4)[CH2:37][C@H:20]3[C:19](=[O:50])[NH:18][C@:17]3([C:15]([O:14][CH2:12][CH3:13])=[O:16])[CH2:32][C@H:31]3[CH:30]=[CH:29][CH2:28][CH2:27][CH2:26][CH2:25][CH2:24]2)=[O:58])[CH:53]=1, predict the reactants needed to synthesize it. The reactants are: CC1C=CC(S([O-])(=O)=O)=CC=1.[CH2:12]([O:14][C:15]([C@@:17]12[CH2:32][C@H:31]1[CH:30]=[CH:29][CH2:28][CH2:27][CH2:26][CH2:25][CH2:24][C@H:23]([NH3+:33])[C:22](=[O:34])[N:21]1[CH2:35][C@H:36]([O:38][C:39](=[O:49])[C:40]3[CH:45]=[CH:44][C:43]([N+:46]([O-:48])=[O:47])=[CH:42][CH:41]=3)[CH2:37][C@H:20]1[C:19](=[O:50])[NH:18]2)=[O:16])[CH3:13].[CH3:51][C:52]1[O:56][N:55]=[C:54]([C:57](O)=[O:58])[CH:53]=1.C(N(C(C)C)CC)(C)C.CC1CCCO1. (2) Given the product [CH3:1][C:3]1[C:4]([NH:11][C@@H:12]2[C:20]3[C:15](=[CH:16][CH:17]=[CH:18][CH:19]=3)[CH2:14][C@@H:13]2[OH:21])=[N:5][C:6]([CH3:9])=[CH:7][N:8]=1, predict the reactants needed to synthesize it. The reactants are: [CH2:1]([C:3]1[C:4]([NH:11][C@@H:12]2[C:20]3[C:15](=[CH:16][CH:17]=[CH:18][CH:19]=3)[CH2:14][C@@H:13]2[OH:21])=[N:5][C:6]([CH2:9]C)=[CH:7][N:8]=1)C.ClC1C(C)=NC=C(C)N=1. (3) Given the product [Cl:12][C:13]1[N:21]=[C:20]2[C:16]([N:17]=[CH:18][N:19]2[CH2:22][O:23][CH2:24][CH2:25][Si:26]([CH3:29])([CH3:28])[CH3:27])=[C:15](/[CH:2]=[CH:1]/[O:3][CH2:4][CH3:5])[N:14]=1, predict the reactants needed to synthesize it. The reactants are: [C:1]([O:3][CH2:4][CH3:5])#[CH:2].B.O1CCCC1.[Cl:12][C:13]1[N:21]=[C:20]2[C:16]([N:17]=[CH:18][N:19]2[CH2:22][O:23][CH2:24][CH2:25][Si:26]([CH3:29])([CH3:28])[CH3:27])=[C:15](Cl)[N:14]=1.C1(P(C2C=CC=CC=2)C2C=CC=CC=2)C=CC=CC=1.[OH-].[Na+]. (4) Given the product [CH2:7]([C:6]1[CH:5]=[CH:4][S:3][C:2]=1[CH:17]=[O:18])[CH3:8], predict the reactants needed to synthesize it. The reactants are: Br[C:2]1[S:3][CH:4]=[CH:5][C:6]=1[CH2:7][CH3:8].C([Li])CCC.CN([CH:17]=[O:18])C.Cl. (5) Given the product [CH2:1]([O:8][C:9]([N:10]1[C:11]2[C:20](=[C:19]3[O:18][C:17]([CH:22]([CH3:24])[CH3:23])=[C:16]([C:25]4[CH:30]=[CH:29][C:28]([Cl:31])=[CH:27][CH:26]=4)[C:15](=[O:32])[C:14]3=[CH:13][CH:12]=2)[C:34]([CH3:35])=[CH:33]1)=[O:36])[C:2]1[CH:7]=[CH:6][CH:5]=[CH:4][CH:3]=1, predict the reactants needed to synthesize it. The reactants are: [CH2:1]([O:8][C:9](=[O:36])[N:10]([CH2:33][CH:34]=[CH2:35])[C:11]1[C:20](Br)=[C:19]2[C:14]([C:15](=[O:32])[C:16]([C:25]3[CH:30]=[CH:29][C:28]([Cl:31])=[CH:27][CH:26]=3)=[C:17]([CH:22]([CH3:24])[CH3:23])[O:18]2)=[CH:13][CH:12]=1)[C:2]1[CH:7]=[CH:6][CH:5]=[CH:4][CH:3]=1.C(=O)([O-])[O-].[Cs+].[Cs+].[C].[C].